Task: Predict which catalyst facilitates the given reaction.. Dataset: Catalyst prediction with 721,799 reactions and 888 catalyst types from USPTO (1) Reactant: [NH2:1][C:2]1[N:7]=[C:6]([C:8]2[C:9]([C:22]3[CH:23]=[C:24]([NH:28][C:29]([NH:31][C:32]4[CH:37]=[CH:36][C:35]([C:38]([F:41])([F:40])[F:39])=[CH:34][CH:33]=4)=[O:30])[CH:25]=[CH:26][CH:27]=3)=[N:10][N:11](CC3C=CC(OC)=CC=3)[CH:12]=2)[CH:5]=[CH:4][N:3]=1. Product: [NH2:1][C:2]1[N:7]=[C:6]([C:8]2[C:9]([C:22]3[CH:23]=[C:24]([NH:28][C:29]([NH:31][C:32]4[CH:37]=[CH:36][C:35]([C:38]([F:39])([F:40])[F:41])=[CH:34][CH:33]=4)=[O:30])[CH:25]=[CH:26][CH:27]=3)=[N:10][NH:11][CH:12]=2)[CH:5]=[CH:4][N:3]=1. The catalyst class is: 55. (2) Reactant: Cl.Cl.[C:3]1([CH2:9][CH2:10][N:11]2[CH2:16][CH2:15][NH:14][CH2:13][CH2:12]2)[CH:8]=[CH:7][CH:6]=[CH:5][CH:4]=1.[C:17]([N:25]=[C:26]=[O:27])(=[O:24])[C:18]1[CH:23]=[CH:22][CH:21]=[CH:20][CH:19]=1.C(=O)([O-])O.[Na+]. Product: [C:17]([NH:25][C:26]([N:14]1[CH2:13][CH2:12][N:11]([CH2:10][CH2:9][C:3]2[CH:8]=[CH:7][CH:6]=[CH:5][CH:4]=2)[CH2:16][CH2:15]1)=[O:27])(=[O:24])[C:18]1[CH:23]=[CH:22][CH:21]=[CH:20][CH:19]=1. The catalyst class is: 3. (3) Reactant: F[P-](F)(F)(F)(F)F.N1(OC(N(C)C)=[N+](C)C)C2N=CC=CC=2N=N1.[CH3:25][C:26]1[CH:31]=[C:30]([C:32]2[C:40]3[C:35](=[CH:36][CH:37]=[C:38]([C:41](O)=[O:42])[CH:39]=3)[N:34]([C:44]([C:57]3[CH:62]=[CH:61][CH:60]=[CH:59][CH:58]=3)([C:51]3[CH:56]=[CH:55][CH:54]=[CH:53][CH:52]=3)[C:45]3[CH:50]=[CH:49][CH:48]=[CH:47][CH:46]=3)[N:33]=2)[CH:29]=[CH:28][N:27]=1.[N:63]1([CH2:72][CH:73]2[CH2:78][CH2:77][CH2:76][CH:75]([NH2:79])[CH2:74]2)[C:71]2[C:66](=[CH:67][CH:68]=[CH:69][CH:70]=2)[CH:65]=[N:64]1.C(N(C(C)C)CC)(C)C. Product: [N:63]1([CH2:72][CH:73]2[CH2:78][CH2:77][CH2:76][CH:75]([NH:79][C:41]([C:38]3[CH:39]=[C:40]4[C:35](=[CH:36][CH:37]=3)[N:34]([C:44]([C:45]3[CH:46]=[CH:47][CH:48]=[CH:49][CH:50]=3)([C:51]3[CH:56]=[CH:55][CH:54]=[CH:53][CH:52]=3)[C:57]3[CH:58]=[CH:59][CH:60]=[CH:61][CH:62]=3)[N:33]=[C:32]4[C:30]3[CH:29]=[CH:28][N:27]=[C:26]([CH3:25])[CH:31]=3)=[O:42])[CH2:74]2)[C:71]2[C:66](=[CH:67][CH:68]=[CH:69][CH:70]=2)[CH:65]=[N:64]1. The catalyst class is: 3.